From a dataset of Antibody paratope prediction from SAbDab with 1,023 antibody chains. Token-level Classification. Given an antibody amino acid sequence, predict which amino acid positions are active in antigen binding. Output is a list of indices for active paratope positions. (1) Given the antibody sequence: EAQLQQSGTGLARPGASVKLSCKASGYTFTSYGISWVTQRAGQGLEWIGVIYPRSGNTYYNEKFRGKATLTADKSSSSAYMELRGLTAEDSAVYFCARENYGSVYWGQGTTLTVSS, which amino acid positions are active in antigen binding (paratope)? The paratope positions are: [52, 83, 84, 85]. (2) Given the antibody sequence: DVVMTQSPLSLPVTLGQPASISCKSSQSLLYSDAKTYLNWFQQRPGQSPRRLIYQISRLDPGVPDRFSGSGSGTDFTLKISRVEAEDVGVYYCLQGTHYPVLFGQGTRLEIK, which amino acid positions are active in antigen binding (paratope)? The paratope positions are: [30, 31, 32, 33, 34]. (3) Given the antibody sequence: EVQLVESGGGLVQPGGSLRLSCVTSGFTFRKFGMSWVRQAPGKGLEWVASIATGGHTTYYSDSVKGRFTISRDNSKNTLYLQMNSLRAEDTAVYYCTRGYSSTSYAMDYWGQGTLVTVSS, which amino acid positions are active in antigen binding (paratope)? The paratope positions are: [52, 83, 84, 85, 104, 105, 106]. (4) Given the antibody sequence: QVQLVQSGAVIKTPGSSVKISCRASGYNFRDYSIHWVRLIPDKGFEWIGWIKPLWGAVSYARQLQGRVSMTRQLSQDPDDPDWGVAYMEFSGLTPADTAEYFCVRRGSCDYCGDFPWQYWCQGTVVVVSS, which amino acid positions are active in antigen binding (paratope)? The paratope positions are: [52, 77, 78, 79, 80, 81, 82, 83, 90, 91, 92, 111, 112, 113, 114, 115, 116]. (5) Given the antibody sequence: QVQLQESGPGLVKPSETLSVTCAVSGVSFSSFWWGWIRQSPGKGLEWIGTIYGSSGRGEYNPSLKSRTTISRDTSKSQISLELTSVTAADTAIYYCSRGLFQPNGFSFTLTSYWFDVWGPGVPVTVSS, which amino acid positions are active in antigen binding (paratope)? The paratope positions are: [52, 83, 84, 85, 104, 105, 106, 107, 108, 109, 110, 111, 112, 113, 114]. (6) Given the antibody sequence: EVQLVESGGGLVQPGGSLRLSCAASGFNVKTGLIHWVRQAPGKGLEWVAYISPYYGSTSYADSVKGRFTISADTSKNTAYLQMNSLRAEDTAVYYCAREYYRWYTAIDYWGQGTLVTVSS, which amino acid positions are active in antigen binding (paratope)? The paratope positions are: [52, 83, 84, 85, 104, 105, 106]. (7) Given the antibody sequence: DIVLTQSPATMSASLGQRVSMSCSASSSVSTSYFHWYQQKPGSSPKLWIYSTSNLASGVPGRFSGSGSGTSYSLSISSMEAEDAATYYCHQFHRSPLTFGAGTKLELK, which amino acid positions are active in antigen binding (paratope)? The paratope positions are: [30]. (8) Given the antibody sequence: QAVVTQESALTTSPGETVTLTCRSSTGAVTTSNYANWVQEKPDHLFTGLIGGTNNRAPGVPARFSGSLIGNKAALTITGAQTEDEAIYFCALWYSNHLVFGGGTKLTVL, which amino acid positions are active in antigen binding (paratope)? The paratope positions are: [29, 30, 31].